This data is from Forward reaction prediction with 1.9M reactions from USPTO patents (1976-2016). The task is: Predict the product of the given reaction. (1) Given the reactants [C:1]([O:5][C:6]([NH:8][CH:9]1[CH2:14][CH2:13][CH:12]([N:15]([CH2:28][CH3:29])[C:16]2[C:17]([CH2:26][CH3:27])=[C:18]([CH:22]=[C:23]([Cl:25])[CH:24]=2)[C:19]([OH:21])=O)[CH2:11][CH2:10]1)=[O:7])([CH3:4])([CH3:3])[CH3:2].CN(C(ON1N=NC2C=CC=NC1=2)=[N+](C)C)C.F[P-](F)(F)(F)(F)F.CCN(C(C)C)C(C)C.[NH2:63][CH2:64][C:65]1[C:66](=[O:73])[NH:67][C:68]([CH3:72])=[CH:69][C:70]=1[CH3:71], predict the reaction product. The product is: [Cl:25][C:23]1[CH:22]=[C:18]([C:19](=[O:21])[NH:63][CH2:64][C:65]2[C:66](=[O:73])[NH:67][C:68]([CH3:72])=[CH:69][C:70]=2[CH3:71])[C:17]([CH2:26][CH3:27])=[C:16]([N:15]([CH2:28][CH3:29])[CH:12]2[CH2:13][CH2:14][CH:9]([NH:8][C:6](=[O:7])[O:5][C:1]([CH3:4])([CH3:3])[CH3:2])[CH2:10][CH2:11]2)[CH:24]=1. (2) Given the reactants [CH3:1][C:2]1[CH2:7][CH2:6][CH2:5][C:4]([CH3:9])([CH3:8])[C:3]=1[CH:10]=O.[Cl:12][C:13]1[CH:14]=[C:15]([CH:17]=[CH:18][CH:19]=1)[NH2:16].C([BH3-])#N.[Na+].C(O)(=O)C, predict the reaction product. The product is: [Cl:12][C:13]1[CH:14]=[C:15]([CH:17]=[CH:18][CH:19]=1)[NH:16][CH2:10][C:3]1[C:4]([CH3:9])([CH3:8])[CH2:5][CH2:6][CH2:7][C:2]=1[CH3:1]. (3) Given the reactants [Cl:1][C:2]1[CH:3]=[C:4]([S:21]([N:24](CC2C=CC(OC)=CC=2OC)CC2C=CC(OC)=CC=2OC)(=[O:23])=[O:22])[CH:5]=[CH:6][C:7]=1[O:8][CH2:9][C:10]1([F:20])[CH2:15][CH2:14][N:13]([CH:16]2[CH2:19][O:18][CH2:17]2)[CH2:12][CH2:11]1.FC(F)(F)C(O)=O, predict the reaction product. The product is: [Cl:1][C:2]1[CH:3]=[C:4]([S:21]([NH2:24])(=[O:23])=[O:22])[CH:5]=[CH:6][C:7]=1[O:8][CH2:9][C:10]1([F:20])[CH2:11][CH2:12][N:13]([CH:16]2[CH2:17][O:18][CH2:19]2)[CH2:14][CH2:15]1. (4) Given the reactants [Br:1][C:2]1[CH:3]=[C:4]2[C:9](=[CH:10][C:11]=1[F:12])[N:8]=[CH:7][C:6]([C:13]([CH:15]1[CH2:17][CH2:16]1)=[O:14])=[C:5]2Cl.[CH3:19][N:20]([CH3:28])[C@H:21]1[CH2:26][CH2:25][C@H:24]([NH2:27])[CH2:23][CH2:22]1, predict the reaction product. The product is: [Br:1][C:2]1[CH:3]=[C:4]2[C:9](=[CH:10][C:11]=1[F:12])[N:8]=[CH:7][C:6]([C:13]([CH:15]1[CH2:17][CH2:16]1)=[O:14])=[C:5]2[NH:27][C@H:24]1[CH2:25][CH2:26][C@H:21]([N:20]([CH3:28])[CH3:19])[CH2:22][CH2:23]1.